From a dataset of Catalyst prediction with 721,799 reactions and 888 catalyst types from USPTO. Predict which catalyst facilitates the given reaction. (1) Reactant: O[CH2:2][CH:3]1[CH2:7][O:6][C:5]2([CH2:12][CH2:11][N:10]([CH2:13][CH2:14][C:15]3[CH:20]=[CH:19][CH:18]=[CH:17][CH:16]=3)[CH2:9][CH2:8]2)[O:4]1.[C:21]1(C)[CH:26]=[CH:25][C:24]([S:27](O)(=O)=O)=[CH:23][CH:22]=1.C1(S)C=CC=CC=1. Product: [CH2:13]([N:10]1[CH2:9][CH2:8][C:5]2([O:4][CH:3]([CH2:2][S:27][C:24]3[CH:25]=[CH:26][CH:21]=[CH:22][CH:23]=3)[CH2:7][O:6]2)[CH2:12][CH2:11]1)[CH2:14][C:15]1[CH:16]=[CH:17][CH:18]=[CH:19][CH:20]=1. The catalyst class is: 11. (2) Product: [N:12]1[CH:13]=[CH:14][CH:15]=[CH:16][C:11]=1[C:9]([C:8]1[S:29][C:28]([NH2:30])=[N:27][C:7]=1[C:2]1[CH:3]=[CH:4][CH:5]=[CH:6][N:1]=1)=[O:10]. The catalyst class is: 15. Reactant: [N:1]1[CH:6]=[CH:5][CH:4]=[CH:3][C:2]=1[C:7](=O)[CH2:8][C:9]([C:11]1[CH:16]=[CH:15][CH:14]=[CH:13][N:12]=1)=[O:10].BrBr.C(N(CC)CC)C.[NH2:27][C:28]([NH2:30])=[S:29].C(=O)([O-])O.[Na+]. (3) Reactant: COS([O-])(=O)=O.[CH2:7]([N+:9]([CH2:14][CH3:15])([CH2:11][CH2:12][OH:13])[CH3:10])[CH3:8].[Li+].[C:17]([S:21]([N-:24][S:25]([C:28]([F:31])([F:30])[F:29])(=[O:27])=[O:26])(=[O:23])=[O:22])([F:20])([F:19])[F:18]. Product: [F:31][C:28]([F:29])([F:30])[S:25]([N-:24][S:21]([C:17]([F:18])([F:19])[F:20])(=[O:22])=[O:23])(=[O:26])=[O:27].[CH2:7]([N+:9]([CH2:14][CH3:15])([CH2:11][CH2:12][OH:13])[CH3:10])[CH3:8]. The catalyst class is: 6.